Predict the product of the given reaction. From a dataset of Forward reaction prediction with 1.9M reactions from USPTO patents (1976-2016). (1) Given the reactants C[C:2]1[NH:3][C:4]2[C:9]([C:10]=1C(OCC1C=CC=CC=1)=O)=[CH:8][C:7](O)=[CH:6][CH:5]=2.C([O-])([O-])=O.[Cs+].[Cs+].[Br:28]CCCBr, predict the reaction product. The product is: [Br-:28].[NH:3]1[C:4]2[C:9](=[CH:8][CH:7]=[CH:6][CH:5]=2)[CH:10]=[CH:2]1. (2) The product is: [O:49]1[C:54]2[CH:55]=[CH:56][C:57]([C:59]3[CH:60]=[C:61]([NH:65][C:22]([C:17]4[C:18](=[O:21])[O:19][C:20]5[C:15]([CH:16]=4)=[CH:14][CH:13]=[CH:12][C:11]=5[OH:10])=[O:24])[CH:62]=[CH:63][CH:64]=3)=[CH:58][C:53]=2[O:52][CH2:51][CH2:50]1. Given the reactants CCN(C(C)C)C(C)C.[OH:10][C:11]1[CH:12]=[CH:13][CH:14]=[C:15]2[C:20]=1[O:19][C:18](=[O:21])[C:17]([C:22]([OH:24])=O)=[CH:16]2.CN(C(ON1N=NC2C=CC=NC1=2)=[N+](C)C)C.F[P-](F)(F)(F)(F)F.[O:49]1[C:54]2[CH:55]=[CH:56][C:57]([C:59]3[CH:60]=[C:61]([NH2:65])[CH:62]=[CH:63][CH:64]=3)=[CH:58][C:53]=2[O:52][CH2:51][CH2:50]1, predict the reaction product.